This data is from Full USPTO retrosynthesis dataset with 1.9M reactions from patents (1976-2016). The task is: Predict the reactants needed to synthesize the given product. (1) Given the product [Br:14][C:5]1[CH:6]=[C:7]([N:8]2[CH:12]=[CH:11][CH:10]=[N:9]2)[C:2]([F:1])=[CH:3][C:4]=1[NH2:13], predict the reactants needed to synthesize it. The reactants are: [F:1][C:2]1[CH:3]=[C:4]([NH2:13])[CH:5]=[CH:6][C:7]=1[N:8]1[CH:12]=[CH:11][CH:10]=[N:9]1.[Br-:14].[Br-].[Br-].[NH+]1C=CC=CC=1.[NH+]1C=CC=CC=1.[NH+]1C=CC=CC=1. (2) The reactants are: [C:1](Cl)(=[O:3])[CH3:2].[OH:5][C@@H:6]([C@H:8]1[C:11](=[O:12])[NH:10][C@@H:9]1[C@@H:13]([CH3:24])[C:14]([O:16][CH2:17][C:18]1[CH:23]=[CH:22][CH:21]=[CH:20][CH:19]=1)=[O:15])[CH3:7].N1C=CC=CC=1. Given the product [C:1]([O:5][C@@H:6]([C@H:8]1[C:11](=[O:12])[NH:10][C@@H:9]1[C@@H:13]([CH3:24])[C:14]([O:16][CH2:17][C:18]1[CH:19]=[CH:20][CH:21]=[CH:22][CH:23]=1)=[O:15])[CH3:7])(=[O:3])[CH3:2], predict the reactants needed to synthesize it. (3) Given the product [F:32][C:10]1[CH:11]=[C:12]([C:15]2[O:16][C:17]3[CH:22]=[C:21]([O:23][CH2:24][C@@H:25]([NH:27][C:28](=[O:30])[CH3:29])[CH3:26])[N:20]=[CH:19][C:18]=3[N:31]=2)[CH:13]=[CH:14][C:9]=1[O:8][CH2:1][C:2]1([F:33])[CH2:6][CH2:7]1, predict the reactants needed to synthesize it. The reactants are: [CH2:1]([O:8][C:9]1[CH:14]=[CH:13][C:12]([C:15]2[O:16][C:17]3[CH:22]=[C:21]([O:23][CH2:24][C@@H:25]([NH:27][C:28](=[O:30])[CH3:29])[CH3:26])[N:20]=[CH:19][C:18]=3[N:31]=2)=[CH:11][C:10]=1[F:32])[C:2]1[CH:7]=[CH:6]C=CC=1.[F:33]C1(CO)CC1. (4) The reactants are: [OH:1][CH:2]1[CH2:7][CH2:6][N:5]([C:8]([O:10][C:11]([CH3:14])([CH3:13])[CH3:12])=[O:9])[CH2:4][CH2:3]1.C(O[K])(C)(C)C.Cl[CH2:22][C:23]([N:25]1[CH2:30][CH2:29][O:28][CH2:27][CH2:26]1)=[O:24].O. Given the product [N:25]1([C:23](=[O:24])[CH2:22][O:1][CH:2]2[CH2:3][CH2:4][N:5]([C:8]([O:10][C:11]([CH3:14])([CH3:13])[CH3:12])=[O:9])[CH2:6][CH2:7]2)[CH2:30][CH2:29][O:28][CH2:27][CH2:26]1, predict the reactants needed to synthesize it.